Predict the reaction yield, written as a fraction of the theoretical maximum amount of product (1.0 means a 100% yield; for example, 0.34 means a 34% yield). From a dataset of Reaction yield outcomes from USPTO patents with 853,638 reactions. (1) The reactants are [F:1][C:2]([F:19])([F:18])[C:3]1[CH:8]=[CH:7][CH:6]=[CH:5][C:4]=1[C:9]1[CH:10]=[C:11]2[C:15](=[CH:16][CH:17]=1)[CH2:14][NH:13][CH2:12]2.[F:20][C:21]1[CH:31]=[C:30]([N+:32]([O-:34])=[O:33])[CH:29]=[CH:28][C:22]=1[O:23][CH2:24][CH:25]1[CH2:27][O:26]1. No catalyst specified. The product is [F:20][C:21]1[CH:31]=[C:30]([N+:32]([O-:34])=[O:33])[CH:29]=[CH:28][C:22]=1[O:23][CH2:24][CH:25]([OH:26])[CH2:27][N:13]1[CH2:12][C:11]2[C:15](=[CH:16][CH:17]=[C:9]([C:4]3[CH:5]=[CH:6][CH:7]=[CH:8][C:3]=3[C:2]([F:1])([F:18])[F:19])[CH:10]=2)[CH2:14]1. The yield is 0.290. (2) The catalyst is O1CCOCC1.O.C1(P([C-]2C=CC=C2)C2C=CC=CC=2)C=CC=CC=1.[C-]1(P(C2C=CC=CC=2)C2C=CC=CC=2)C=CC=C1.[Fe+2].[Pd](Cl)Cl. The product is [CH3:15][O:16][CH2:17][C:18]1[CH:23]=[CH:22][C:21]([C:2]2[CH:3]=[N:4][CH:5]=[C:6]3[C:11]=2[N:10]=[C:9]([C:12]([NH2:14])=[O:13])[CH:8]=[CH:7]3)=[CH:20][CH:19]=1. The reactants are Br[C:2]1[CH:3]=[N:4][CH:5]=[C:6]2[C:11]=1[N:10]=[C:9]([C:12]([NH2:14])=[O:13])[CH:8]=[CH:7]2.[CH3:15][O:16][CH2:17][C:18]1[CH:23]=[CH:22][C:21](B(O)O)=[CH:20][CH:19]=1.C(=O)([O-])[O-].[Cs+].[Cs+]. The yield is 0.970. (3) The reactants are [CH3:1][CH:2]([CH3:15])[CH2:3][CH2:4][NH:5][C:6]([C:8]1[N:9]=[N:10][C:11](Cl)=[CH:12][CH:13]=1)=[O:7].[NH:16]1[CH2:21][CH2:20][NH:19][CH2:18][CH2:17]1. The catalyst is C(#N)C. The product is [CH3:1][CH:2]([CH3:15])[CH2:3][CH2:4][NH:5][C:6]([C:8]1[N:9]=[N:10][C:11]([N:16]2[CH2:21][CH2:20][NH:19][CH2:18][CH2:17]2)=[CH:12][CH:13]=1)=[O:7]. The yield is 0.880. (4) The reactants are Cl.[NH2:2][CH2:3][CH2:4][N:5]([CH3:10])[S:6]([CH3:9])(=[O:8])=[O:7].[Br:11][C:12]1[CH:13]=[CH:14][C:15]([S:18](Cl)(=[O:20])=[O:19])=[N:16][CH:17]=1. No catalyst specified. The product is [Br:11][C:12]1[CH:13]=[CH:14][C:15]([S:18]([NH:2][CH2:3][CH2:4][N:5]([CH3:10])[S:6]([CH3:9])(=[O:8])=[O:7])(=[O:20])=[O:19])=[N:16][CH:17]=1. The yield is 0.810. (5) The reactants are [CH3:1][O:2][C:3]1[CH:8]=[CH:7][C:6]([NH2:9])=[CH:5][CH:4]=1.[OH-].[Na+].[Cl:12][CH2:13][CH2:14][C:15](Cl)=[O:16].Cl. The catalyst is C(Cl)Cl.O. The product is [CH3:1][O:2][C:3]1[CH:8]=[CH:7][C:6]([NH:9][C:15](=[O:16])[CH2:14][CH2:13][Cl:12])=[CH:5][CH:4]=1. The yield is 0.946. (6) The reactants are [CH2:1]([NH:4][C:5](=[O:16])[C:6]1[CH:11]=[CH:10][CH:9]=[C:8]([C:12]([F:15])([F:14])[F:13])[CH:7]=1)[C:2]#[CH:3].[OH-].[Na+]. The catalyst is S(=O)(=O)(O)O. The product is [CH3:3][C:2]1[O:16][C:5]([C:6]2[CH:11]=[CH:10][CH:9]=[C:8]([C:12]([F:14])([F:15])[F:13])[CH:7]=2)=[N:4][CH:1]=1. The yield is 0.970. (7) The reactants are [CH2:1]([N:8]1[C:13](=[O:14])[C:12]2[C:15]([CH3:18])=[N:16][S:17][C:11]=2[N:10]=[C:9]1[CH2:19][CH2:20][CH3:21])[C:2]1[CH:7]=[CH:6][CH:5]=[CH:4][CH:3]=1.C([O-])(=O)C.[Na+].[Br:27]Br.CCOC(C)=O. The catalyst is C(O)(=O)C. The product is [CH2:1]([N:8]1[C:13](=[O:14])[C:12]2[C:15]([CH3:18])=[N:16][S:17][C:11]=2[N:10]=[C:9]1[CH:19]([Br:27])[CH2:20][CH3:21])[C:2]1[CH:3]=[CH:4][CH:5]=[CH:6][CH:7]=1. The yield is 1.00. (8) The reactants are [F:1][C:2]1[CH:18]=[CH:17][C:5]([NH:6][S:7]([C:10]2[CH:15]=[CH:14][C:13]([CH3:16])=[CH:12][CH:11]=2)(=[O:9])=[O:8])=[CH:4][CH:3]=1.[N+:19]([O-])([OH:21])=[O:20].O. The catalyst is C(O)(=O)C. The product is [F:1][C:2]1[CH:18]=[CH:17][C:5]([NH:6][S:7]([C:10]2[CH:15]=[CH:14][C:13]([CH3:16])=[CH:12][CH:11]=2)(=[O:9])=[O:8])=[C:4]([N+:19]([O-:21])=[O:20])[CH:3]=1. The yield is 0.970.